Dataset: Reaction yield outcomes from USPTO patents with 853,638 reactions. Task: Predict the reaction yield, written as a fraction of the theoretical maximum amount of product (1.0 means a 100% yield; for example, 0.34 means a 34% yield). The reactants are [NH2:1][C@@H:2]([CH2:18][C:19]1[CH:24]=[C:23]([F:25])[CH:22]=[C:21]([F:26])[CH:20]=1)[C@@H:3]([CH:5]1[CH2:10][O:9][C@@H:8]([O:11][CH2:12][C:13]([CH3:16])([CH3:15])[CH3:14])[C@H:7]([CH3:17])[NH:6]1)[OH:4].[CH3:27][O:28][CH2:29][C:30]([Cl:32])=[O:31]. No catalyst specified. The product is [ClH:32].[F:26][C:21]1[CH:20]=[C:19]([CH:24]=[C:23]([F:25])[CH:22]=1)[CH2:18][C@H:2]([NH:1][C:30](=[O:31])[CH2:29][O:28][CH3:27])[C@@H:3]([C@H:5]1[CH2:10][O:9][C@@H:8]([O:11][CH2:12][C:13]([CH3:15])([CH3:16])[CH3:14])[C@H:7]([CH3:17])[NH:6]1)[OH:4]. The yield is 0.650.